This data is from Full USPTO retrosynthesis dataset with 1.9M reactions from patents (1976-2016). The task is: Predict the reactants needed to synthesize the given product. (1) Given the product [N:1]1[C:10]2[C:9](=[N:26][OH:27])[CH2:8][CH2:7][CH2:6][C:5]=2[CH:4]=[CH:3][CH:2]=1, predict the reactants needed to synthesize it. The reactants are: [N:1]1[C:10]2[CH2:9][CH2:8][CH2:7][CH2:6][C:5]=2[CH:4]=[CH:3][CH:2]=1.C([N-]C(C)C)(C)C.[Li+].N#N.C([Li])CCC.[N:26](OCCC(C)C)=[O:27]. (2) Given the product [CH3:1][O:2][C:3]([C:5]1[S:6][C:7]([C:26]2[CH:31]=[CH:30][CH:29]=[CH:28][CH:27]=2)=[CH:8][C:9]=1[NH:10][CH:11]([CH:20]1[CH2:21][CH2:22][CH2:23][CH2:24][CH2:25]1)[CH2:12][CH2:13][CH2:14][C:15]([OH:17])=[O:16])=[O:4], predict the reactants needed to synthesize it. The reactants are: [CH3:1][O:2][C:3]([C:5]1[S:6][C:7]([C:26]2[CH:31]=[CH:30][CH:29]=[CH:28][CH:27]=2)=[CH:8][C:9]=1[NH:10][CH:11]([CH:20]1[CH2:25][CH2:24][CH2:23][CH2:22][CH2:21]1)[CH2:12][CH2:13][CH2:14][C:15]([O:17]CC)=[O:16])=[O:4].[OH-].[Li+]. (3) Given the product [F:1][C:2]1[CH:58]=[C:57]([OH:59])[CH:56]=[CH:55][C:3]=1[CH2:4][C:5]1[C:6]([O:14][C@:15]2([O:45][C@H:44]([CH2:46][OH:47])[C@@H:35]([OH:36])[C@H:26]([OH:27])[C@H:17]2[OH:18])[OH:16])=[N:7][N:8]([CH:11]([CH3:13])[CH3:12])[C:9]=1[CH3:10], predict the reactants needed to synthesize it. The reactants are: [F:1][C:2]1[CH:58]=[C:57]([O:59]CC2C=CC=CC=2)[CH:56]=[CH:55][C:3]=1[CH2:4][C:5]1[C:6]([O:14][C@:15]2([O:45][C@H:44]([CH2:46][O:47]CC3C=CC=CC=3)[C@@H:35]([O:36]CC3C=CC=CC=3)[C@H:26]([O:27]CC3C=CC=CC=3)[C@H:17]2[O:18]CC2C=CC=CC=2)[OH:16])=[N:7][N:8]([CH:11]([CH3:13])[CH3:12])[C:9]=1[CH3:10]. (4) Given the product [C:1]([O:5][C:6]([NH:8][CH2:9][CH2:10][C@H:11]([NH:41][C:60](=[O:61])[O:62][C:63]([CH3:64])([CH3:65])[CH3:66])[C:12]([NH:14][C:15]1[CH:16]=[N:17][N:18]([CH3:40])[C:19]=1[NH:20][C:21]([C:34]1[CH:35]=[CH:36][CH:37]=[CH:38][CH:39]=1)([C:22]1[CH:23]=[CH:24][CH:25]=[CH:26][CH:27]=1)[C:28]1[CH:33]=[CH:32][CH:31]=[CH:30][CH:29]=1)=[O:13])=[O:7])([CH3:3])([CH3:4])[CH3:2], predict the reactants needed to synthesize it. The reactants are: [C:1]([O:5][C:6]([NH:8][CH2:9][CH2:10][C@H:11]([NH:41]C(=O)OCC1C=CC=CC=1)[C:12]([NH:14][C:15]1[CH:16]=[N:17][N:18]([CH3:40])[C:19]=1[NH:20][C:21]([C:34]1[CH:39]=[CH:38][CH:37]=[CH:36][CH:35]=1)([C:28]1[CH:33]=[CH:32][CH:31]=[CH:30][CH:29]=1)[C:22]1[CH:27]=[CH:26][CH:25]=[CH:24][CH:23]=1)=[O:13])=[O:7])([CH3:4])([CH3:3])[CH3:2].[C:60](O[C:60]([O:62][C:63]([CH3:66])([CH3:65])[CH3:64])=[O:61])([O:62][C:63]([CH3:66])([CH3:65])[CH3:64])=[O:61]. (5) Given the product [NH:7]([C:8]1[CH:13]=[CH:12][C:11]([CH3:14])=[N:10][CH:9]=1)[NH2:16], predict the reactants needed to synthesize it. The reactants are: C(OC(=O)[NH:7][C:8]1[CH:9]=[N:10][C:11]([CH3:14])=[CH:12][CH:13]=1)(C)(C)C.[N:16]([O-])=O.[Na+].O.O.[Sn](Cl)Cl.[OH-].[Na+]. (6) The reactants are: [NH:1]1[C:9]2[C:4](=[CH:5][CH:6]=[CH:7][CH:8]=2)[CH:3]=[CH:2]1.[Cl:10][C:11]1[CH:16]=[CH:15][CH:14]=[C:13](I)[CH:12]=1. Given the product [Cl:10][C:11]1[CH:12]=[C:13]([N:1]2[C:9]3[C:4](=[CH:5][CH:6]=[CH:7][CH:8]=3)[CH:3]=[CH:2]2)[CH:14]=[CH:15][CH:16]=1, predict the reactants needed to synthesize it. (7) Given the product [F:1][C:2]1[CH:11]=[CH:10][C:5]([C:6]([O:8][CH3:9])=[O:7])=[CH:4][C:3]=1[O:12][CH2:14][C:15]1[CH:20]=[CH:19][C:18]([F:21])=[CH:17][CH:16]=1, predict the reactants needed to synthesize it. The reactants are: [F:1][C:2]1[CH:11]=[CH:10][C:5]([C:6]([O:8][CH3:9])=[O:7])=[CH:4][C:3]=1[OH:12].Br[CH2:14][C:15]1[CH:20]=[CH:19][C:18]([F:21])=[CH:17][CH:16]=1.C([O-])([O-])=O.[K+].[K+].C(O)C.